From a dataset of Catalyst prediction with 721,799 reactions and 888 catalyst types from USPTO. Predict which catalyst facilitates the given reaction. (1) Reactant: [H-].[Na+].[OH:3][CH2:4][C:5]1[CH:6]=[N:7][C:8]([O:13][C:14]2[CH:19]=[CH:18][CH:17]=[C:16]([C:20]([F:23])([F:22])[F:21])[CH:15]=2)=[C:9]([CH:12]=1)[C:10]#[N:11].Cl[C:25]1[CH:26]=[C:27]2[N:34]([CH3:35])[CH2:33][CH2:32][N:28]2[C:29](=[O:31])[N:30]=1. Product: [CH3:35][N:34]1[C:27]2[N:28]([C:29](=[O:31])[N:30]=[C:25]([O:3][CH2:4][C:5]3[CH:6]=[N:7][C:8]([O:13][C:14]4[CH:19]=[CH:18][CH:17]=[C:16]([C:20]([F:23])([F:21])[F:22])[CH:15]=4)=[C:9]([CH:12]=3)[C:10]#[N:11])[CH:26]=2)[CH2:32][CH2:33]1. The catalyst class is: 1. (2) Reactant: S(S([O-])=O)([O-])=O.[Na+].[Na+].[CH2:9]([O:16][C:17]1[CH:18]=[C:19]([N+:31]([O-])=O)[CH:20]=[CH:21][C:22]=1[O:23][CH2:24]C1C=CC=CC=1)[C:10]1[CH:15]=[CH:14][CH:13]=[CH:12][CH:11]=1.N. Product: [CH2:9]([O:16][C:17]1[CH:18]=[C:19]([NH2:31])[CH:20]=[CH:21][C:22]=1[O:23][CH3:24])[C:10]1[CH:11]=[CH:12][CH:13]=[CH:14][CH:15]=1. The catalyst class is: 5. (3) Reactant: C1N=CN(C(N2C=NC=C2)=O)C=1.[F:13][C:14]([F:27])([F:26])[C:15]1[N:20]=[CH:19][C:18](/[CH:21]=[CH:22]/[C:23]([OH:25])=O)=[CH:17][CH:16]=1.C1C=CC2N(O)N=NC=2C=1.Br.[Cl:39][C:40]1[C:49]([OH:50])=[C:48]([OH:51])[C:47]([Cl:52])=[C:46]2[C:41]=1[CH2:42][CH2:43][NH:44][CH2:45]2. Product: [Cl:39][C:40]1[C:49]([OH:50])=[C:48]([OH:51])[C:47]([Cl:52])=[C:46]2[C:41]=1[CH2:42][CH2:43][N:44]([C:23](=[O:25])/[CH:22]=[CH:21]/[C:18]1[CH:19]=[N:20][C:15]([C:14]([F:13])([F:27])[F:26])=[CH:16][CH:17]=1)[CH2:45]2. The catalyst class is: 161. (4) Reactant: [CH2:1]([N:4]1[C:13]2[C:8](=[CH:9][CH:10]=[C:11]([OH:14])[CH:12]=2)[CH2:7][CH2:6][CH2:5]1)[C:2]#[CH:3].C(N(CC)CC)C.[CH2:22]([N:29]=[C:30]=[O:31])[CH2:23][CH2:24][CH2:25][CH2:26][CH2:27][CH3:28]. Product: [CH2:22]([NH:29][C:30](=[O:31])[O:14][C:11]1[CH:12]=[C:13]2[C:8]([CH2:7][CH2:6][CH2:5][N:4]2[CH2:1][C:2]#[CH:3])=[CH:9][CH:10]=1)[CH2:23][CH2:24][CH2:25][CH2:26][CH2:27][CH3:28]. The catalyst class is: 7. (5) Product: [CH2:1]([C:4]1[C:13]([O:14][CH2:25][C:26]2[CH:31]=[CH:30][CH:29]=[CH:28][CH:27]=2)=[CH:12][C:7]([C:8]([O:10][CH3:11])=[O:9])=[CH:6][C:5]=1[C:15]([O:17][CH3:18])=[O:16])[CH:2]=[CH2:3]. Reactant: [CH2:1]([C:4]1[C:13]([OH:14])=[CH:12][C:7]([C:8]([O:10][CH3:11])=[O:9])=[CH:6][C:5]=1[C:15]([O:17][CH3:18])=[O:16])[CH:2]=[CH2:3].C([O-])([O-])=O.[Cs+].[Cs+].[CH2:25](Br)[C:26]1[CH:31]=[CH:30][CH:29]=[CH:28][CH:27]=1.O. The catalyst class is: 23.